Dataset: hERG Central: cardiac toxicity at 1µM, 10µM, and general inhibition. Task: Predict hERG channel inhibition at various concentrations. The compound is O=c1oc2ccccc2c(Nc2ccccc2)c1CN1CCCCC1. Results: hERG_inhib (hERG inhibition (general)): blocker.